The task is: Predict the reaction yield, written as a fraction of the theoretical maximum amount of product (1.0 means a 100% yield; for example, 0.34 means a 34% yield).. This data is from Reaction yield outcomes from USPTO patents with 853,638 reactions. (1) The reactants are [OH:1][C:2]1[CH:3]=[CH:4][C:5]([CH3:8])=[N:6][CH:7]=1.C([O-])([O-])=O.[K+].[K+].Br[CH2:16][C:17]([C:19]1([C:22]2[CH:27]=[CH:26][C:25]([Cl:28])=[CH:24][CH:23]=2)[CH2:21][CH2:20]1)=[O:18]. The catalyst is CC(C)=O. The product is [Cl:28][C:25]1[CH:24]=[CH:23][C:22]([C:19]2([C:17](=[O:18])[CH2:16][O:1][C:2]3[CH:7]=[N:6][C:5]([CH3:8])=[CH:4][CH:3]=3)[CH2:20][CH2:21]2)=[CH:27][CH:26]=1. The yield is 0.170. (2) The reactants are Br[CH2:2][C:3]([C:5]1[CH:6]=[CH:7][C:8]2[C:17]3[CH:16]=[C:15]4[CH2:18][CH2:19][CH2:20][C:21](=[O:22])[C:14]4=[CH:13][C:12]=3[O:11][CH2:10][C:9]=2[CH:23]=1)=[O:4].[C:24]([O:28][C:29]([N:31]1[CH2:35][C@@H:34]([CH3:36])[CH2:33][C@H:32]1[C:37]([OH:39])=[O:38])=[O:30])([CH3:27])([CH3:26])[CH3:25].CCN(C(C)C)C(C)C. The catalyst is CC#N.CCOC(C)=O. The product is [CH3:36][C@@H:34]1[CH2:35][N:31]([C:29]([O:28][C:24]([CH3:25])([CH3:27])[CH3:26])=[O:30])[C@H:32]([C:37]([O:39][CH2:2][C:3](=[O:4])[C:5]2[CH:6]=[CH:7][C:8]3[C:17]4[CH:16]=[C:15]5[CH2:18][CH2:19][CH2:20][C:21](=[O:22])[C:14]5=[CH:13][C:12]=4[O:11][CH2:10][C:9]=3[CH:23]=2)=[O:38])[CH2:33]1. The yield is 0.690. (3) The reactants are C[O:2][C:3]([C:5]1[CH:6]=[C:7]([CH:11]2[CH2:15][CH2:14][N:13]([C:16]([O:18][C:19]([CH3:22])([CH3:21])[CH3:20])=[O:17])[CH2:12]2)[CH:8]=[CH:9][CH:10]=1)=[O:4].[OH-].[Na+]. The catalyst is CCO.O. The product is [C:19]([O:18][C:16]([N:13]1[CH2:14][CH2:15][CH:11]([C:7]2[CH:6]=[C:5]([CH:10]=[CH:9][CH:8]=2)[C:3]([OH:4])=[O:2])[CH2:12]1)=[O:17])([CH3:22])([CH3:20])[CH3:21]. The yield is 0.980. (4) The reactants are [CH3:1][C:2]1[C:3]([CH2:19]O)=[N:4][CH:5]=[CH:6][C:7]=1[O:8][CH2:9][CH2:10][C:11]1([CH2:16][CH2:17][CH3:18])[O:15][CH2:14][CH2:13][O:12]1.C(N(CC)CC)C.CS(Cl)(=O)=O.[SH:33][C:34]1[NH:35][C:36]2[CH:42]=[CH:41][CH:40]=[CH:39][C:37]=2[N:38]=1.C(=O)([O-])O.[Na+]. The catalyst is O1CCCC1. The product is [CH3:1][C:2]1[C:3]([CH2:19][S:33][C:34]2[NH:38][C:37]3[CH:39]=[CH:40][CH:41]=[CH:42][C:36]=3[N:35]=2)=[N:4][CH:5]=[CH:6][C:7]=1[O:8][CH2:9][CH2:10][C:11]1([CH2:16][CH2:17][CH3:18])[O:12][CH2:13][CH2:14][O:15]1. The yield is 0.798. (5) The reactants are [I-].[CH:2]([P+](C1C=CC=CC=1)(C1C=CC=CC=1)C1C=CC=CC=1)([CH3:4])[CH3:3].[CH3:24][C:25]1[CH:26]=[C:27]([CH:35]=[CH:36][CH:37]=1)[CH:28]=[CH:29][C:30]([O:32][CH2:33][CH3:34])=[O:31]. No catalyst specified. The product is [CH3:3][C:2]1([CH3:4])[C@@H:28]([C:27]2[CH:26]=[C:25]([CH3:24])[CH:37]=[CH:36][CH:35]=2)[C@@H:29]1[C:30]([O:32][CH2:33][CH3:34])=[O:31]. The yield is 0.750. (6) The reactants are [N+:1]([C:4]1[CH:10]=[CH:9][CH:8]=[C:7]([N+:11]([O-:13])=[O:12])[C:5]=1[NH2:6])([O-:3])=[O:2].[Br:14]Br.O. The catalyst is C(O)(=O)C. The product is [Br:14][C:9]1[CH:10]=[C:4]([N+:1]([O-:3])=[O:2])[C:5]([NH2:6])=[C:7]([N+:11]([O-:13])=[O:12])[CH:8]=1. The yield is 0.950. (7) The reactants are [NH2:1][C:2]([C:4]1[CH:9]=[C:8]([C:10]([F:13])([F:12])[F:11])[N:7]=[C:6]([O:14][CH:15]2[CH2:20][CH2:19][N:18](C(OC(C)(C)C)=O)[CH2:17][CH2:16]2)[CH:5]=1)=[O:3].O1CCOCC1.Cl.[OH-].[NH4+]. The catalyst is C(#N)C. The product is [NH:18]1[CH2:19][CH2:20][CH:15]([O:14][C:6]2[CH:5]=[C:4]([CH:9]=[C:8]([C:10]([F:12])([F:11])[F:13])[N:7]=2)[C:2]([NH2:1])=[O:3])[CH2:16][CH2:17]1. The yield is 0.600. (8) The reactants are [NH2:1][C:2]1[C:18]2[C:17](=[O:19])[C:16]([C:20]([OH:22])=[O:21])=[CH:15][N:7]3[C:8]4([CH2:14][CH2:13][O:12][CH2:11]4)[CH2:9][O:10][C:5]([C:6]=23)=[C:4](F)[C:3]=1[F:24].[N:25]1[CH:30]=[CH:29][CH:28]=[CH:27][C:26]=1[CH2:31][CH2:32][CH2:33][NH2:34].C(N(CC)CC)C.[NH4+].[Cl-]. The catalyst is CS(C)=O.O. The product is [NH2:1][C:2]1[C:18]2[C:17](=[O:19])[C:16]([C:20]([OH:22])=[O:21])=[CH:15][N:7]3[C:8]4([CH2:14][CH2:13][O:12][CH2:11]4)[CH2:9][O:10][C:5]([C:6]=23)=[C:4]([NH:34][CH2:33][CH2:32][CH2:31][C:26]2[CH:27]=[CH:28][CH:29]=[CH:30][N:25]=2)[C:3]=1[F:24]. The yield is 0.930. (9) The reactants are [CH:1]([NH:4][C:5]1[CH:10]=[CH:9][CH:8]=[CH:7][C:6]=1[CH2:11][OH:12])([CH3:3])[CH3:2]. The catalyst is C1(C)C=CC=CC=1.[O-2].[O-2].[Mn+4]. The product is [CH:1]([NH:4][C:5]1[CH:10]=[CH:9][CH:8]=[CH:7][C:6]=1[CH:11]=[O:12])([CH3:3])[CH3:2]. The yield is 0.900.